The task is: Regression. Given a peptide amino acid sequence and an MHC pseudo amino acid sequence, predict their binding affinity value. This is MHC class II binding data.. This data is from Peptide-MHC class II binding affinity with 134,281 pairs from IEDB. The peptide sequence is PPHAATIRVLALGNQ. The MHC is DRB1_0301 with pseudo-sequence DRB1_0301. The binding affinity (normalized) is 0.207.